Task: Predict which catalyst facilitates the given reaction.. Dataset: Catalyst prediction with 721,799 reactions and 888 catalyst types from USPTO Reactant: C([O-])([O-])=O.[K+].[K+].[SH:7][C:8]1[N:22]=[CH:21][CH:20]=[CH:19][C:9]=1[C:10]([NH:12][CH2:13][C:14]1[S:15][CH:16]=[CH:17][CH:18]=1)=[O:11].I[CH2:24][CH2:25][CH2:26][C:27]1[CH:32]=[CH:31][CH:30]=[CH:29][CH:28]=1. Product: [C:27]1([CH2:26][CH2:25][CH2:24][S:7][C:8]2[C:9]([C:10]([NH:12][CH2:13][C:14]3[S:15][CH:16]=[CH:17][CH:18]=3)=[O:11])=[CH:19][CH:20]=[CH:21][N:22]=2)[CH:32]=[CH:31][CH:30]=[CH:29][CH:28]=1. The catalyst class is: 3.